From a dataset of Forward reaction prediction with 1.9M reactions from USPTO patents (1976-2016). Predict the product of the given reaction. (1) Given the reactants [H-].[Al+3].[Li+].[H-].[H-].[H-].Cl.[CH3:8][CH:9]1[CH2:14][NH:13][CH:12]([CH2:15][C:16](OCC)=[O:17])[CH2:11][CH2:10]1.O.[OH-].[Na+], predict the reaction product. The product is: [CH3:8][CH:9]1[CH2:14][NH:13][CH:12]([CH2:15][CH2:16][OH:17])[CH2:11][CH2:10]1. (2) Given the reactants [CH3:1][O:2][C:3]1[CH:4]=[C:5]([CH:8]=[CH:9][C:10]=1[O:11]CC=C)[CH:6]=[O:7].[OH-].[Na+].[C:17]1(C)[CH:22]=C(C)C=C(C)[CH:18]=1, predict the reaction product. The product is: [CH2:22]([C:9]1[CH:8]=[C:5]([CH:4]=[C:3]([O:2][CH3:1])[C:10]=1[OH:11])[CH:6]=[O:7])[CH:17]=[CH2:18]. (3) Given the reactants [NH2:1][C:2]1[CH:7]=[CH:6][C:5]([N:8]2[CH2:12][CH2:11][CH2:10][C:9]2=[O:13])=[CH:4][CH:3]=1.[Cl:14]N1C(=O)CCC1=O, predict the reaction product. The product is: [NH2:1][C:2]1[CH:7]=[CH:6][C:5]([N:8]2[CH2:12][CH2:11][CH2:10][C:9]2=[O:13])=[CH:4][C:3]=1[Cl:14]. (4) Given the reactants Br[C:2]1[CH:10]=[C:9]([NH2:11])[CH:8]=[C:7]2[C:3]=1[CH:4]=[CH:5][NH:6]2.[B:12]1([B:12]2[O:16][C:15]([CH3:18])([CH3:17])[C:14]([CH3:20])([CH3:19])[O:13]2)[O:16][C:15]([CH3:18])([CH3:17])[C:14]([CH3:20])([CH3:19])[O:13]1.C([O-])(=O)C.[K+].C(=O)(O)[O-].[Na+], predict the reaction product. The product is: [CH3:19][C:14]1([CH3:20])[C:15]([CH3:18])([CH3:17])[O:16][B:12]([C:2]2[CH:10]=[C:9]([NH2:11])[CH:8]=[C:7]3[C:3]=2[CH:4]=[CH:5][NH:6]3)[O:13]1. (5) Given the reactants [F:1][C:2]1[C:11]2[C:12]([OH:18])([C:14](OC)=[O:15])[CH2:13][N:9]3[C:10]=2[C:5]([CH:6]=[CH:7][C:8]3=[O:19])=[CH:4][CH:3]=1.[BH4-].[Na+], predict the reaction product. The product is: [F:1][C:2]1[C:11]2[C:12]([OH:18])([CH2:14][OH:15])[CH2:13][N:9]3[C:10]=2[C:5]([CH:6]=[CH:7][C:8]3=[O:19])=[CH:4][CH:3]=1.